Dataset: Forward reaction prediction with 1.9M reactions from USPTO patents (1976-2016). Task: Predict the product of the given reaction. Given the reactants [Cl:1][C:2]1[C:3]([CH3:12])=[C:4]([S:8](Cl)(=[O:10])=[O:9])[CH:5]=[CH:6][CH:7]=1.N1C=CC=CC=1.[NH2:19][C:20]1[CH:21]=[CH:22][C:23]2[O:27][CH:26]=[C:25]([CH3:28])[C:24]=2[CH:29]=1.C([O-])(O)=O.[Na+], predict the reaction product. The product is: [Cl:1][C:2]1[C:3]([CH3:12])=[C:4]([S:8]([NH:19][C:20]2[CH:21]=[CH:22][C:23]3[O:27][CH:26]=[C:25]([CH3:28])[C:24]=3[CH:29]=2)(=[O:10])=[O:9])[CH:5]=[CH:6][CH:7]=1.